This data is from Full USPTO retrosynthesis dataset with 1.9M reactions from patents (1976-2016). The task is: Predict the reactants needed to synthesize the given product. (1) Given the product [CH3:21][S:22]([C:36]1[CH:37]=[CH:38][C:33]([CH:8]2[CH2:7][CH2:6][C:5]3[C:10](=[CH:11][CH:12]=[C:3]([O:2][CH3:1])[CH:4]=3)[C:9]2=[O:13])=[CH:34][CH:35]=1)(=[O:24])=[O:23], predict the reactants needed to synthesize it. The reactants are: [CH3:1][O:2][C:3]1[CH:4]=[C:5]2[C:10](=[CH:11][CH:12]=1)[C:9](=[O:13])[CH2:8][CH2:7][CH2:6]2.BrC1C=CC([CH2:21][S:22](CC2C=CC(Br)=CC=2)(=[O:24])=[O:23])=CC=1.[CH:33]1[CH:38]=[CH:37][C:36](P([C:33]2[C:38](O[C:33]3[C:38](P([C:33]4[CH:38]=[CH:37][CH:36]=[CH:35][CH:34]=4)[C:33]4[CH:38]=[CH:37][CH:36]=[CH:35][CH:34]=4)=[CH:37][CH:36]=[CH:35][CH:34]=3)=[CH:37][CH:36]=[CH:35][CH:34]=2)[C:33]2[CH:38]=[CH:37][CH:36]=[CH:35][CH:34]=2)=[CH:35][CH:34]=1.CC(C)([O-])C.[Na+]. (2) Given the product [F:7][C:8]1[CH:13]=[C:12]2[C:11](=[C:10]([N+:15]([O-:17])=[O:16])[CH:9]=1)[N:14]=[CH:5][CH:3]=[CH:2]2, predict the reactants needed to synthesize it. The reactants are: O[CH2:2][CH:3]([CH2:5]O)O.[F:7][C:8]1[CH:13]=[CH:12][C:11]([NH2:14])=[C:10]([N+:15]([O-:17])=[O:16])[CH:9]=1.OS(O)(=O)=O.O. (3) Given the product [CH2:1]([O:8][C:9]1[CH:18]=[CH:17][CH:16]=[C:15]2[C:10]=1[CH2:11][CH2:12][CH2:13][CH:14]2[C:19]([N:21]([C:22]1[CH:23]=[N:24][C:25]([CH:28]([CH3:30])[CH3:29])=[CH:26][CH:27]=1)[CH2:32][C:33]1[CH:34]=[N:35][N:36]([CH2:38][C:39]([F:42])([F:40])[F:41])[CH:37]=1)=[O:20])[C:2]1[CH:7]=[CH:6][CH:5]=[CH:4][CH:3]=1, predict the reactants needed to synthesize it. The reactants are: [CH2:1]([O:8][C:9]1[CH:18]=[CH:17][CH:16]=[C:15]2[C:10]=1[CH2:11][CH2:12][CH2:13][CH:14]2[C:19]([NH:21][C:22]1[CH:23]=[N:24][C:25]([CH:28]([CH3:30])[CH3:29])=[CH:26][CH:27]=1)=[O:20])[C:2]1[CH:7]=[CH:6][CH:5]=[CH:4][CH:3]=1.Cl[CH2:32][C:33]1[CH:34]=[N:35][N:36]([CH2:38][C:39]([F:42])([F:41])[F:40])[CH:37]=1. (4) Given the product [C:13]1([C:11]([C@@H:9]([C@H:8]2[N:5]([CH2:4][C:1]([O:3][CH2:30][O:29][C:23](=[O:28])[C:24]([CH3:27])([CH3:26])[CH3:25])=[O:2])[C:6](=[O:22])[C@@H:7]2[C@H:19]([OH:21])[CH3:20])[CH3:10])=[S:12])[CH:14]=[CH:15][CH:16]=[CH:17][CH:18]=1, predict the reactants needed to synthesize it. The reactants are: [C:1]([CH2:4][N:5]1[C@H:8]([C@H:9]([C:11]([C:13]2[CH:18]=[CH:17][CH:16]=[CH:15][CH:14]=2)=[S:12])[CH3:10])[C@@H:7]([C@H:19]([OH:21])[CH3:20])[C:6]1=[O:22])([OH:3])=[O:2].[C:23]([O:29][CH2:30]Cl)(=[O:28])[C:24]([CH3:27])([CH3:26])[CH3:25].[I-].[Na+].C(N(C(C)C)CC)(C)C.